From a dataset of Reaction yield outcomes from USPTO patents with 853,638 reactions. Predict the reaction yield, written as a fraction of the theoretical maximum amount of product (1.0 means a 100% yield; for example, 0.34 means a 34% yield). (1) The yield is 0.388. The catalyst is C(O)C. The reactants are [Br:1][C:2]1[CH:7]=[C:6](Br)[C:5]([N+:9]([O-:11])=[O:10])=[CH:4][N:3]=1.[C:12]([C:14]1[CH:20]=[CH:19][C:17]([NH2:18])=[CH:16][CH:15]=1)#[N:13].C(N(CC)CC)C. The product is [Br:1][C:2]1[CH:7]=[C:6]([NH:18][C:17]2[CH:19]=[CH:20][C:14]([C:12]#[N:13])=[CH:15][CH:16]=2)[C:5]([N+:9]([O-:11])=[O:10])=[CH:4][N:3]=1. (2) The reactants are [CH:1]#[C:2][CH2:3]CC.[CH:6]1([BH:12]C2CCCCC2)CC[CH2:9][CH2:8][CH2:7]1.N1[CH:24]=[CH:23][CH:22]=[CH:21][C:20]=1[CH3:25].[CH2:26]1[CH2:30]O[CH2:28][CH2:27]1. No catalyst specified. The product is [CH:26]1([CH:30]([CH:20]2[CH2:25][CH2:24][CH2:23][CH2:22][CH2:21]2)[CH2:9][CH2:8][CH2:7][CH2:6][BH2:12])[CH2:3][CH2:2][CH2:1][CH2:28][CH2:27]1. The yield is 0.340. (3) The reactants are [O:1]=[C:2]1[NH:7][C:6]2[CH:8]=[C:9]([C:12](OC)=[O:13])[CH:10]=[N:11][C:5]=2[N:4]2[CH2:16][CH2:17][C@@H:3]12.[H-].[Na+].[H-].[Al+3].[Li+].[H-].[H-].[H-].[C@H](O)(C([O-])=O)[C@@H](O)C([O-])=O.[Na+].[K+]. The catalyst is O1CCCC1.O.CO. The product is [OH:13][CH2:12][C:9]1[CH:10]=[N:11][C:5]2[N:4]3[CH2:16][CH2:17][C@H:3]3[C:2](=[O:1])[NH:7][C:6]=2[CH:8]=1. The yield is 0.662. (4) The reactants are [Cl-].[Al+3].[Cl-].[Cl-].[F:5][C:6]1[CH:15]=[CH:14][C:13]([O:16][CH2:17][CH2:18][CH3:19])=[C:12]2[C:7]=1[C:8](=[O:32])[C:9]([C:20]1[CH:25]=[CH:24][C:23]([O:26]C(C)C)=[CH:22][C:21]=1[O:30][CH3:31])=[CH:10][NH:11]2.O. The catalyst is ClCCl. The product is [F:5][C:6]1[CH:15]=[CH:14][C:13]([O:16][CH2:17][CH2:18][CH3:19])=[C:12]2[C:7]=1[C:8](=[O:32])[C:9]([C:20]1[CH:25]=[CH:24][C:23]([OH:26])=[CH:22][C:21]=1[O:30][CH3:31])=[CH:10][NH:11]2. The yield is 0.900. (5) The reactants are C([O:5][C:6](=[O:36])[CH2:7][O:8][C:9]1[C:14]2[CH2:15][CH2:16][CH2:17][CH2:18][CH:19]([N:20]([S:22]([C:25]3[CH:30]=[C:29]([C:31]([F:34])([F:33])[F:32])[CH:28]=[C:27]([F:35])[CH:26]=3)(=[O:24])=[O:23])[CH3:21])[C:13]=2[CH:12]=[CH:11][CH:10]=1)(C)(C)C.[OH-].[Na+]. No catalyst specified. The product is [F:35][C:27]1[CH:26]=[C:25]([S:22]([N:20]([CH3:21])[CH:19]2[C:13]3[CH:12]=[CH:11][CH:10]=[C:9]([O:8][CH2:7][C:6]([OH:36])=[O:5])[C:14]=3[CH2:15][CH2:16][CH2:17][CH2:18]2)(=[O:24])=[O:23])[CH:30]=[C:29]([C:31]([F:33])([F:34])[F:32])[CH:28]=1. The yield is 0.370. (6) The reactants are [O:1]1[C:5]2[CH:6]=[CH:7][CH:8]=[CH:9][C:4]=2[N:3]=[C:2]1[CH2:10][O:11][C:12]1[CH:17]=[CH:16][C:15]([C:18]2[C:22]([C:23]3[CH:28]=[CH:27][N:26]=[CH:25][CH:24]=3)=[CH:21][N:20]([CH2:29][CH2:30][OH:31])[N:19]=2)=[CH:14][CH:13]=1.[C:32]1([CH3:52])[CH:37]=[CH:36][C:35]([S:38](O[S:38]([C:35]2[CH:36]=[CH:37][C:32]([CH3:52])=[CH:33][CH:34]=2)(=[O:40])=[O:39])(=[O:40])=[O:39])=[CH:34][CH:33]=1.C(N(CC)CC)C. The catalyst is C(Cl)Cl. The product is [CH3:52][C:32]1[CH:37]=[CH:36][C:35]([S:38]([O:31][CH2:30][CH2:29][N:20]2[CH:21]=[C:22]([C:23]3[CH:28]=[CH:27][N:26]=[CH:25][CH:24]=3)[C:18]([C:15]3[CH:14]=[CH:13][C:12]([O:11][CH2:10][C:2]4[O:1][C:5]5[CH:6]=[CH:7][CH:8]=[CH:9][C:4]=5[N:3]=4)=[CH:17][CH:16]=3)=[N:19]2)(=[O:40])=[O:39])=[CH:34][CH:33]=1. The yield is 0.450. (7) The product is [OH:40][CH2:41][C:42]([CH3:47])([CH3:46])[C:43]([NH:39][CH2:38][CH2:37][CH2:36][CH2:35][C:32]1[CH:31]=[CH:30][C:29]([CH2:28][C:23]2[CH:22]=[C:21]([C@H:6]3[C@H:5]([OH:4])[C@@H:10]([OH:11])[C@H:9]([OH:15])[C@@H:8]([S:19][CH3:20])[O:7]3)[CH:26]=[CH:25][C:24]=2[CH3:27])=[CH:34][CH:33]=1)=[O:45]. The reactants are C([O:4][C@@H:5]1[C@@H:10]([O:11]C(=O)C)[C@H:9]([O:15]C(=O)C)[C@@H:8]([S:19][CH3:20])[O:7][C@H:6]1[C:21]1[CH:26]=[CH:25][C:24]([CH3:27])=[C:23]([CH2:28][C:29]2[CH:34]=[CH:33][C:32]([CH2:35][CH2:36][CH2:37][CH2:38][NH2:39])=[CH:31][CH:30]=2)[CH:22]=1)(=O)C.[OH:40][CH2:41][C:42]([CH3:47])([CH3:46])[C:43]([OH:45])=O.CN(C(ON1N=NC2C=CC=NC1=2)=[N+](C)C)C.F[P-](F)(F)(F)(F)F.CCN(C(C)C)C(C)C. The catalyst is CN(C=O)C. The yield is 0.410.